Dataset: Peptide-MHC class I binding affinity with 185,985 pairs from IEDB/IMGT. Task: Regression. Given a peptide amino acid sequence and an MHC pseudo amino acid sequence, predict their binding affinity value. This is MHC class I binding data. (1) The peptide sequence is YLAEGHACL. The MHC is HLA-A02:19 with pseudo-sequence HLA-A02:19. The binding affinity (normalized) is 0.872. (2) The peptide sequence is LANETTQAL. The MHC is HLA-B51:01 with pseudo-sequence HLA-B51:01. The binding affinity (normalized) is 0.0847. (3) The peptide sequence is ITLIKTPSL. The MHC is H-2-Kb with pseudo-sequence H-2-Kb. The binding affinity (normalized) is 0.411.